Task: Predict which catalyst facilitates the given reaction.. Dataset: Catalyst prediction with 721,799 reactions and 888 catalyst types from USPTO (1) Reactant: C(OC([N:8]1[CH2:13][CH:12]=[C:11]([C:14]2[C:19]([CH:20]3[CH2:23][N:22]([C:24]([C:26]4[NH:30][C:29]5[CH:31]=[CH:32][CH:33]=[CH:34][C:28]=5[N:27]=4)=[O:25])[CH2:21]3)=[N:18][CH:17]=[CH:16][N:15]=2)[CH2:10][CH2:9]1)=O)(C)(C)C.[ClH:35]. Product: [ClH:35].[NH:27]1[C:28]2[CH:34]=[CH:33][CH:32]=[CH:31][C:29]=2[N:30]=[C:26]1[C:24]([N:22]1[CH2:21][CH:20]([C:19]2[C:14]([C:11]3[CH2:12][CH2:13][NH:8][CH2:9][CH:10]=3)=[N:15][CH:16]=[CH:17][N:18]=2)[CH2:23]1)=[O:25]. The catalyst class is: 5. (2) Reactant: [CH3:1][S:2]([C:5]1[CH:10]=[CH:9][C:8]([CH2:11][C:12]([OH:14])=O)=[CH:7][CH:6]=1)(=[O:4])=[O:3].[NH2:15][C:16]1[O:17][C:18]2[CH:24]=[CH:23][CH:22]=[CH:21][C:19]=2[N:20]=1.CCN=C=NCCCN(C)C.Cl. Product: [O:17]1[C:18]2[CH:24]=[CH:23][CH:22]=[CH:21][C:19]=2[N:20]=[C:16]1[NH:15][C:12](=[O:14])[CH2:11][C:8]1[CH:7]=[CH:6][C:5]([S:2]([CH3:1])(=[O:3])=[O:4])=[CH:10][CH:9]=1. The catalyst class is: 64. (3) Reactant: C(NC(C)C)(C)C.C([Li])CCC.[O:13]=[C:14]1[CH2:19][CH2:18][CH:17]([C:20]([O:22][CH2:23][CH3:24])=[O:21])[CH2:16][CH2:15]1.C1C=CC(N([S:32]([C:35]([F:38])([F:37])[F:36])(=[O:34])=[O:33])[S:32]([C:35]([F:38])([F:37])[F:36])(=[O:34])=[O:33])=CC=1. Product: [F:36][C:35]([F:38])([F:37])[S:32]([O:13][C:14]1[CH2:19][CH2:18][CH:17]([C:20]([O:22][CH2:23][CH3:24])=[O:21])[CH2:16][CH:15]=1)(=[O:34])=[O:33]. The catalyst class is: 188. (4) Reactant: [N+:1]([C:4]1[NH:5][CH:6]=[CH:7][N:8]=1)([O-:3])=[O:2].[C:9](=O)([O-])[O-].[Cs+].[Cs+].CI. Product: [CH3:9][N:5]1[CH:6]=[CH:7][N:8]=[C:4]1[N+:1]([O-:3])=[O:2]. The catalyst class is: 3. (5) Reactant: [CH3:1][N:2]1[C:6]([CH2:7][OH:8])=[C:5]([CH3:9])[N:4]=[CH:3]1.[H-].[Na+].[CH2:12]([C:16]1[N:20]([C:21]2[N:26]=[C:25]([C:27]3[S:28][CH:29]=[CH:30][CH:31]=3)[C:24]([CH3:32])=[CH:23][N:22]=2)[N:19]=[CH:18][C:17]=1[CH2:33]Cl)[CH2:13][CH2:14][CH3:15]. Product: [CH2:12]([C:16]1[N:20]([C:21]2[N:26]=[C:25]([C:27]3[S:28][CH:29]=[CH:30][CH:31]=3)[C:24]([CH3:32])=[CH:23][N:22]=2)[N:19]=[CH:18][C:17]=1[CH2:33][O:8][CH2:7][C:6]1[N:2]([CH3:1])[CH:3]=[N:4][C:5]=1[CH3:9])[CH2:13][CH2:14][CH3:15]. The catalyst class is: 3. (6) Reactant: [OH-].[Na+].[OH:3][CH2:4][C:5]1[CH:6]=[CH:7][C:8]([CH3:37])=[C:9]([N:11]([CH3:36])[C:12]2[CH:17]=[CH:16][N:15]=[C:14]([NH:18][C:19]3[CH:20]=[C:21]([CH:27]=[C:28]([N:30]4[CH2:35][CH2:34][O:33][CH2:32][CH2:31]4)[CH:29]=3)[C:22]([O:24]CC)=[O:23])[N:13]=2)[CH:10]=1.O. Product: [OH:3][CH2:4][C:5]1[CH:6]=[CH:7][C:8]([CH3:37])=[C:9]([N:11]([CH3:36])[C:12]2[CH:17]=[CH:16][N:15]=[C:14]([NH:18][C:19]3[CH:20]=[C:21]([CH:27]=[C:28]([N:30]4[CH2:31][CH2:32][O:33][CH2:34][CH2:35]4)[CH:29]=3)[C:22]([OH:24])=[O:23])[N:13]=2)[CH:10]=1. The catalyst class is: 5. (7) Reactant: [NH2:1][C:2]1[C:3]([F:25])=[C:4]([N:9]([CH2:16][C:17]2[CH:22]=[CH:21][C:20]([O:23][CH3:24])=[CH:19][CH:18]=2)[S:10]([CH2:13][CH2:14][CH3:15])(=[O:12])=[O:11])[CH:5]=[CH:6][C:7]=1[F:8].C[Al](C)C.[Cl:30][C:31]1[C:32]2[NH:39][CH:38]=[C:37]([C:40](OCC)=[O:41])[C:33]=2[N:34]=[CH:35][N:36]=1.O1CCOCC1. Product: [CH3:24][O:23][C:20]1[CH:19]=[CH:18][C:17]([CH2:16][N:9]([C:4]2[C:3]([F:25])=[C:2]([NH:1][C:40]([C:37]3[C:33]4[N:34]=[CH:35][N:36]=[C:31]([Cl:30])[C:32]=4[NH:39][CH:38]=3)=[O:41])[C:7]([F:8])=[CH:6][CH:5]=2)[S:10]([CH2:13][CH2:14][CH3:15])(=[O:12])=[O:11])=[CH:22][CH:21]=1. The catalyst class is: 11.